Task: Predict the product of the given reaction.. Dataset: Forward reaction prediction with 1.9M reactions from USPTO patents (1976-2016) (1) Given the reactants [CH3:1][C:2]1[CH:18]=[CH:17][C:5]([CH:6]2[C:15](=O)[C:14]3[C:9](=[CH:10][CH:11]=[CH:12][CH:13]=3)[O:8][CH2:7]2)=[CH:4][CH:3]=1.N1C=CC=CC=1.C(O)C.Cl.Cl.[CH3:30][N:31]([CH3:36])[CH2:32][CH2:33][O:34][NH2:35], predict the reaction product. The product is: [CH3:30][N:31]([CH3:36])[CH2:32][CH2:33][O:34][N:35]=[C:15]1[C:14]2[C:9](=[CH:10][CH:11]=[CH:12][CH:13]=2)[O:8][CH2:7][CH:6]1[C:5]1[CH:17]=[CH:18][C:2]([CH3:1])=[CH:3][CH:4]=1. (2) Given the reactants C(N(CC)CC)C.[C:8]1([CH:14]([CH2:18][CH3:19])[C:15](Cl)=[O:16])[CH:13]=[CH:12][CH:11]=[CH:10][CH:9]=1.[CH2:20]([O:27][C:28]1[C:29]([CH3:37])=[C:30]([CH3:36])[C:31]([NH2:35])=[N:32][C:33]=1[CH3:34])[C:21]1[CH:26]=[CH:25][CH:24]=[CH:23][CH:22]=1, predict the reaction product. The product is: [CH2:20]([O:27][C:28]1[C:29]([CH3:37])=[C:30]([CH3:36])[C:31]([NH:35][C:15](=[O:16])[CH:14]([C:8]2[CH:13]=[CH:12][CH:11]=[CH:10][CH:9]=2)[CH2:18][CH3:19])=[N:32][C:33]=1[CH3:34])[C:21]1[CH:22]=[CH:23][CH:24]=[CH:25][CH:26]=1. (3) Given the reactants [CH3:1][N:2]1[C:7](=[O:8])[C:6]2=[CH:9][N:10]([CH2:12][C:13]3[CH:18]=[CH:17][C:16]([C:19]4[CH:24]=[CH:23][CH:22]=[C:21]([F:25])[N:20]=4)=[CH:15][CH:14]=3)[N:11]=[C:5]2[N:4]2[C@H:26]3[CH2:31][CH2:30][CH2:29][C@H:27]3[N:28]=[C:3]12.[CH3:32][S:33]SC.[Li+].CC([N-]C(C)C)C, predict the reaction product. The product is: [CH3:1][N:2]1[C:7](=[O:8])[C:6]2=[C:9]([S:33][CH3:32])[N:10]([CH2:12][C:13]3[CH:14]=[CH:15][C:16]([C:19]4[CH:24]=[CH:23][CH:22]=[C:21]([F:25])[N:20]=4)=[CH:17][CH:18]=3)[N:11]=[C:5]2[N:4]2[C@H:26]3[CH2:31][CH2:30][CH2:29][C@H:27]3[N:28]=[C:3]12. (4) The product is: [Br:22][CH2:23][CH2:24][CH2:25][O:1][C:2]1[CH:3]=[CH:4][C:5]([C:8]2([C:14]#[N:15])[CH2:13][CH2:12][CH2:11][CH2:10][CH2:9]2)=[CH:6][CH:7]=1. Given the reactants [OH:1][C:2]1[CH:7]=[CH:6][C:5]([C:8]2([C:14]#[N:15])[CH2:13][CH2:12][CH2:11][CH2:10][CH2:9]2)=[CH:4][CH:3]=1.C([O-])([O-])=O.[Cs+].[Cs+].[Br:22][CH2:23][CH2:24][CH2:25]Br, predict the reaction product. (5) The product is: [CH3:20][NH:21][C:22]1[C:26](/[CH:27]=[CH:1]/[P:10](=[O:17])([O:11][CH2:12][CH3:13])[O:14][CH2:15][CH3:16])=[CH:25][N:24]([C:29]2[CH:34]=[CH:33][CH:32]=[CH:31][CH:30]=2)[N:23]=1. Given the reactants [CH2:1]([P:10](=[O:17])([O:14][CH2:15][CH3:16])[O:11][CH2:12][CH3:13])P(=O)(OCC)OCC.[H-].[Na+].[CH3:20][NH:21][C:22]1[C:26]([CH:27]=O)=[CH:25][N:24]([C:29]2[CH:34]=[CH:33][CH:32]=[CH:31][CH:30]=2)[N:23]=1.O, predict the reaction product. (6) Given the reactants CC(OI1(OC(C)=O)(OC(C)=O)OC(=O)C2C1=CC=CC=2)=O.[Cl:23][C:24]1[CH:25]=[C:26]2[C:30](=[CH:31][CH:32]=1)[N:29]([CH3:33])[C:28]([C:34]1[CH:39]=[CH:38][C:37]([Cl:40])=[CH:36][CH:35]=1)=[C:27]2[CH2:41][CH:42]([OH:58])[CH2:43][N:44]1[CH2:49][CH2:48][C:47]([CH2:51][C:52]2[CH:57]=[CH:56][CH:55]=[CH:54][CH:53]=2)([OH:50])[CH2:46][CH2:45]1.C(=O)([O-])[O-].[Na+].[Na+].O, predict the reaction product. The product is: [Cl:23][C:24]1[CH:25]=[C:26]2[C:30](=[CH:31][CH:32]=1)[N:29]([CH3:33])[C:28]([C:34]1[CH:35]=[CH:36][C:37]([Cl:40])=[CH:38][CH:39]=1)=[C:27]2[CH2:41][C:42](=[O:58])[CH2:43][N:44]1[CH2:49][CH2:48][C:47]([CH2:51][C:52]2[CH:53]=[CH:54][CH:55]=[CH:56][CH:57]=2)([OH:50])[CH2:46][CH2:45]1. (7) Given the reactants I[CH3:2].[Cl:3][C:4]1[CH:9]=[CH:8][C:7]([C:10]2([C:15]3[CH:16]=[C:17]4[C:22](=[CH:23][CH:24]=3)[NH:21][C:20](=[O:25])[CH:19]=[C:18]4[CH2:26][CH2:27][C:28]3[S:29][C:30]([Cl:33])=[CH:31][CH:32]=3)[O:14][CH2:13][CH2:12][O:11]2)=[CH:6][CH:5]=1.O, predict the reaction product. The product is: [Cl:3][C:4]1[CH:5]=[CH:6][C:7]([C:10]2([C:15]3[CH:16]=[C:17]4[C:22](=[CH:23][CH:24]=3)[N:21]([CH3:2])[C:20](=[O:25])[CH:19]=[C:18]4[CH2:26][CH2:27][C:28]3[S:29][C:30]([Cl:33])=[CH:31][CH:32]=3)[O:11][CH2:12][CH2:13][O:14]2)=[CH:8][CH:9]=1. (8) Given the reactants [Cl:1][C:2]1[C:3]2[CH:16]=[CH:15][CH:14]=[CH:13][C:4]=2[S:5][C:6]=1[CH2:7][CH2:8][CH:9]([OH:12])[C:10]#[CH:11].[CH3:17][C:18]([Si:21](Cl)([CH3:23])[CH3:22])([CH3:20])[CH3:19].C(N(CC)CC)C.C(=O)(O)[O-].[Na+], predict the reaction product. The product is: [C:18]([Si:21]([O:12][CH:9]([CH2:8][CH2:7][C:6]1[S:5][C:4]2[CH:13]=[CH:14][CH:15]=[CH:16][C:3]=2[C:2]=1[Cl:1])[C:10]#[CH:11])([CH3:23])[CH3:22])([CH3:20])([CH3:19])[CH3:17]. (9) The product is: [Br-:33].[Cl:22][C:23]1[CH:24]=[C:25]([O:29][CH2:30][CH2:31][CH2:32][N+:1]23[CH2:7][C:4]([C:8]([OH:9])([C:16]4[CH:21]=[CH:20][CH:19]=[CH:18][CH:17]=4)[C:10]4[CH:15]=[CH:14][CH:13]=[CH:12][CH:11]=4)([CH2:5][CH2:6]2)[CH2:3][CH2:2]3)[CH:26]=[CH:27][CH:28]=1. Given the reactants [N:1]12[CH2:7][C:4]([C:8]([C:16]3[CH:21]=[CH:20][CH:19]=[CH:18][CH:17]=3)([C:10]3[CH:15]=[CH:14][CH:13]=[CH:12][CH:11]=3)[OH:9])([CH2:5][CH2:6]1)[CH2:3][CH2:2]2.[Cl:22][C:23]1[CH:24]=[C:25]([O:29][CH2:30][CH2:31][CH2:32][Br:33])[CH:26]=[CH:27][CH:28]=1, predict the reaction product. (10) Given the reactants [OH-].[Na+].[Cl:3][C:4]1[C:5]([C:28]2[N:32]3[CH:33]=[CH:34][CH:35]=[CH:36][C:31]3=[N:30][CH:29]=2)=[N:6][C:7]([NH:10][C:11]2[CH:16]=[CH:15][C:14]([N:17]3[CH2:22][CH2:21][N:20](C(=O)C)[CH2:19][CH2:18]3)=[CH:13][C:12]=2[O:26][CH3:27])=[N:8][CH:9]=1, predict the reaction product. The product is: [Cl:3][C:4]1[C:5]([C:28]2[N:32]3[CH:33]=[CH:34][CH:35]=[CH:36][C:31]3=[N:30][CH:29]=2)=[N:6][C:7]([NH:10][C:11]2[CH:16]=[CH:15][C:14]([N:17]3[CH2:18][CH2:19][NH:20][CH2:21][CH2:22]3)=[CH:13][C:12]=2[O:26][CH3:27])=[N:8][CH:9]=1.